Predict the reactants needed to synthesize the given product. From a dataset of Full USPTO retrosynthesis dataset with 1.9M reactions from patents (1976-2016). Given the product [C:1]([O:5][C:6]([N:8]([CH3:10])[NH:9][C:16]1[CH:17]=[C:12]([F:11])[CH:13]=[CH:14][C:15]=1[F:18])=[O:7])([CH3:4])([CH3:3])[CH3:2], predict the reactants needed to synthesize it. The reactants are: [C:1]([O:5][C:6]([N:8]([CH3:10])[NH2:9])=[O:7])([CH3:4])([CH3:3])[CH3:2].[F:11][C:12]1[CH:17]=[CH:16][C:15]([F:18])=[CH:14][C:13]=1B(O)O.C(N(CC)CC)C.